Dataset: Full USPTO retrosynthesis dataset with 1.9M reactions from patents (1976-2016). Task: Predict the reactants needed to synthesize the given product. Given the product [OH:13][CH2:12][C:11]1[CH:10]=[C:9]([NH:8][C:6](=[O:7])[O:5][C:1]([CH3:3])([CH3:2])[CH3:4])[CH:17]=[CH:16][CH:15]=1, predict the reactants needed to synthesize it. The reactants are: [C:1]([O:5][C:6]([NH:8][C:9]1[CH:10]=[C:11]([CH:15]=[CH:16][CH:17]=1)[C:12](O)=[O:13])=[O:7])([CH3:4])([CH3:3])[CH3:2].B.